This data is from Peptide-MHC class II binding affinity with 134,281 pairs from IEDB. The task is: Regression. Given a peptide amino acid sequence and an MHC pseudo amino acid sequence, predict their binding affinity value. This is MHC class II binding data. (1) The MHC is DRB1_1501 with pseudo-sequence DRB1_1501. The peptide sequence is QEMIKYMTLVSAAER. The binding affinity (normalized) is 0.827. (2) The peptide sequence is RDCLIAHGAANTITE. The MHC is DRB4_0101 with pseudo-sequence DRB4_0103. The binding affinity (normalized) is 0.441.